From a dataset of Reaction yield outcomes from USPTO patents with 853,638 reactions. Predict the reaction yield, written as a fraction of the theoretical maximum amount of product (1.0 means a 100% yield; for example, 0.34 means a 34% yield). The reactants are [CH2:1]([C:3]([C:15]1[CH:20]=[CH:19][C:18]([OH:21])=[C:17]([CH3:22])[CH:16]=1)([C:6]1[CH:11]=[CH:10][C:9]([C:12]#[CH:13])=[C:8]([CH3:14])[CH:7]=1)[CH2:4][CH3:5])[CH3:2].C([Li])CCC.CCCCCC.[CH3:34][C:35]([CH3:39])([CH3:38])[CH:36]=[O:37].[NH4+].[Cl-]. The catalyst is C1COCC1. The product is [CH2:1]([C:3]([C:15]1[CH:20]=[CH:19][C:18]([OH:21])=[C:17]([CH3:22])[CH:16]=1)([C:6]1[CH:11]=[CH:10][C:9]([C:12]#[C:13][CH:36]([OH:37])[C:35]([CH3:39])([CH3:38])[CH3:34])=[C:8]([CH3:14])[CH:7]=1)[CH2:4][CH3:5])[CH3:2]. The yield is 0.830.